Predict the product of the given reaction. From a dataset of Forward reaction prediction with 1.9M reactions from USPTO patents (1976-2016). (1) The product is: [O:60]=[C:59]([N:61]1[CH2:62][CH2:63][N:64]([C:67](=[O:78])[C:68]2[CH:73]=[CH:72][CH:71]=[CH:70][C:69]=2[C:74]([F:77])([F:76])[F:75])[CH2:65][CH2:66]1)[CH2:58][NH:57][C:26]([CH:23]1[CH2:22][CH2:21][N:20]([C:18](=[O:19])[CH2:17][CH2:16][C:10]2[CH:11]=[CH:12][CH:13]=[CH:14][CH:15]=2)[CH2:25][CH2:24]1)=[O:28]. Given the reactants CCN(C(C)C)C(C)C.[C:10]1([CH2:16][CH2:17][C:18]([N:20]2[CH2:25][CH2:24][CH:23]([C:26]([OH:28])=O)[CH2:22][CH2:21]2)=[O:19])[CH:15]=[CH:14][CH:13]=[CH:12][CH:11]=1.C1C=CC2N(O)N=NC=2C=1.CCN=C=NCCCN(C)C.FC(F)(F)C(O)=O.[NH2:57][CH2:58][C:59]([N:61]1[CH2:66][CH2:65][N:64]([C:67](=[O:78])[C:68]2[CH:73]=[CH:72][CH:71]=[CH:70][C:69]=2[C:74]([F:77])([F:76])[F:75])[CH2:63][CH2:62]1)=[O:60], predict the reaction product. (2) Given the reactants Cl.[CH3:2][C:3]1[C:4]([C:11]2[CH:12]=[N:13][C:14]([C:17]([F:20])([F:19])[F:18])=[CH:15][CH:16]=2)=[CH:5][C:6]([CH2:9][NH2:10])=[N:7][CH:8]=1.[C:21]([O:25][C:26]([N:28]1[CH2:32][C@H:31]([F:33])[CH2:30][C@H:29]1[C:34](O)=[O:35])=[O:27])([CH3:24])([CH3:23])[CH3:22].CCN(C(C)C)C(C)C.CN(C(ON1N=NC2C=CC=NC1=2)=[N+](C)C)C.F[P-](F)(F)(F)(F)F, predict the reaction product. The product is: [F:33][C@H:31]1[CH2:32][N:28]([C:26]([O:25][C:21]([CH3:22])([CH3:23])[CH3:24])=[O:27])[C@H:29]([C:34](=[O:35])[NH:10][CH2:9][C:6]2[CH:5]=[C:4]([C:11]3[CH:12]=[N:13][C:14]([C:17]([F:20])([F:18])[F:19])=[CH:15][CH:16]=3)[C:3]([CH3:2])=[CH:8][N:7]=2)[CH2:30]1. (3) Given the reactants [Cl:1][C:2]1[C:7]([Cl:8])=[CH:6][C:5]([NH:9][CH2:10][C:11]([O:13]CC)=[O:12])=[C:4]([CH2:16][CH3:17])[CH:3]=1.O[Li].O, predict the reaction product. The product is: [Cl:1][C:2]1[C:7]([Cl:8])=[CH:6][C:5]([NH:9][CH2:10][C:11]([OH:13])=[O:12])=[C:4]([CH2:16][CH3:17])[CH:3]=1. (4) Given the reactants C12(CS(O)(=O)=O)C(C)(C)C(CC1)CC2=O.[CH2:16]1[C:25]2[C:20](=[CH:21][CH:22]=[CH:23][CH:24]=2)[CH2:19][CH:18]([C:26]([O:28]CC2C=CC=CC=2)=[O:27])[NH:17]1, predict the reaction product. The product is: [CH2:16]1[C:25]2[C:20](=[CH:21][CH:22]=[CH:23][CH:24]=2)[CH2:19][CH:18]([C:26]([OH:28])=[O:27])[NH:17]1. (5) The product is: [CH:11]1([C:14]([CH3:19])([CH3:18])[CH2:15][CH:16]=[O:17])[CH2:13][CH2:12]1. Given the reactants C(Cl)(=O)C(Cl)=O.CS(C)=O.[CH:11]1([C:14]([CH3:19])([CH3:18])[CH2:15][CH2:16][OH:17])[CH2:13][CH2:12]1.C(N(CC)CC)C, predict the reaction product. (6) Given the reactants [C:1]([C:5]1[CH:39]=[CH:38][C:8]([CH2:9][N:10]2[C:14](=[O:15])[N:13]([CH2:16][CH3:17])[C:12]([CH2:18][CH2:19][CH2:20][C:21]3[CH:26]=[CH:25][C:24]([C:27]4[CH:32]=[CH:31][C:30]([CH:33]([OH:37])[C:34](O)=[O:35])=[CH:29][CH:28]=4)=[CH:23][CH:22]=3)=[N:11]2)=[CH:7][CH:6]=1)([CH3:4])([CH3:3])[CH3:2].[CH:40]1([NH2:43])[CH2:42][CH2:41]1.CN(C(ON1N=NC2C=CC=NC1=2)=[N+](C)C)C.F[P-](F)(F)(F)(F)F.C(N(C(C)C)CC)(C)C, predict the reaction product. The product is: [C:1]([C:5]1[CH:39]=[CH:38][C:8]([CH2:9][N:10]2[C:14](=[O:15])[N:13]([CH2:16][CH3:17])[C:12]([CH2:18][CH2:19][CH2:20][C:21]3[CH:22]=[CH:23][C:24]([C:27]4[CH:28]=[CH:29][C:30]([CH:33]([OH:37])[C:34]([NH:43][CH:40]5[CH2:42][CH2:41]5)=[O:35])=[CH:31][CH:32]=4)=[CH:25][CH:26]=3)=[N:11]2)=[CH:7][CH:6]=1)([CH3:2])([CH3:4])[CH3:3].